Dataset: Full USPTO retrosynthesis dataset with 1.9M reactions from patents (1976-2016). Task: Predict the reactants needed to synthesize the given product. Given the product [CH3:7][NH:9][C:10]1[C:14]([CH2:15][OH:16])=[CH:13][N:12]([C:20]2[CH:25]=[CH:24][CH:23]=[CH:22][CH:21]=2)[N:11]=1, predict the reactants needed to synthesize it. The reactants are: [H-].[Al+3].[Li+].[H-].[H-].[H-].[CH:7]([NH:9][C:10]1[C:14]([C:15](OCC)=[O:16])=[CH:13][N:12]([C:20]2[CH:25]=[CH:24][CH:23]=[CH:22][CH:21]=2)[N:11]=1)=O.O.O.O.O.O.O.O.O.O.O.S([O-])([O-])(=O)=O.[Na+].[Na+].